Task: Predict the reactants needed to synthesize the given product.. Dataset: Full USPTO retrosynthesis dataset with 1.9M reactions from patents (1976-2016) (1) The reactants are: [C:1]1([C:7]2([CH2:13][C:14]([NH2:16])=[NH:15])[CH2:12][CH2:11][CH2:10][CH2:9][CH2:8]2)[CH:6]=[CH:5][CH:4]=[CH:3][CH:2]=1.C[O:18][C:19](=O)/[C:20](/[O:30][CH2:31][C:32]1[CH:37]=[CH:36][CH:35]=[CH:34][CH:33]=1)=[C:21](\O)/[C:22]([O:24][C:25]([CH3:28])([CH3:27])[CH3:26])=[O:23].C[O-].[Na+]. Given the product [C:25]([O:24][C:22]([C:21]1[C:20]([O:30][CH2:31][C:32]2[CH:37]=[CH:36][CH:35]=[CH:34][CH:33]=2)=[C:19]([OH:18])[N:16]=[C:14]([CH2:13][C:7]2([C:1]3[CH:6]=[CH:5][CH:4]=[CH:3][CH:2]=3)[CH2:12][CH2:11][CH2:10][CH2:9][CH2:8]2)[N:15]=1)=[O:23])([CH3:28])([CH3:26])[CH3:27], predict the reactants needed to synthesize it. (2) Given the product [Br:1][C:2]1[C:8]([F:9])=[CH:7][C:5]([NH:6][C:13](=[O:15])[CH:12]=[N:19][OH:20])=[C:4]([F:10])[CH:3]=1, predict the reactants needed to synthesize it. The reactants are: [Br:1][C:2]1[C:8]([F:9])=[CH:7][C:5]([NH2:6])=[C:4]([F:10])[CH:3]=1.Cl[C:12](Cl)(Cl)[CH:13]([OH:15])O.Cl.[NH2:19][OH:20].S(=O)(=O)(O)O. (3) Given the product [C:20]([O:19][C:17]([N:10]1[C@H:11]2[CH2:16][CH2:15][CH2:14][CH2:13][C@H:12]2[N:8]([C:6]2[C:5]([F:24])=[CH:4][C:3]([C:25]([OH:27])=[O:26])=[C:2]([Cl:1])[N:7]=2)[CH2:9]1)=[O:18])([CH3:23])([CH3:21])[CH3:22], predict the reactants needed to synthesize it. The reactants are: [Cl:1][C:2]1[N:7]=[C:6]([N:8]2[C@@H:12]3[CH2:13][CH2:14][CH2:15][CH2:16][C@@H:11]3[N:10]([C:17]([O:19][C:20]([CH3:23])([CH3:22])[CH3:21])=[O:18])[CH2:9]2)[C:5]([F:24])=[CH:4][C:3]=1[C:25]([O:27]C(C)C)=[O:26].CO.[OH-].[Li+].Cl.